From a dataset of Forward reaction prediction with 1.9M reactions from USPTO patents (1976-2016). Predict the product of the given reaction. Given the reactants Br[C:2]1[CH:7]=[CH:6][C:5]([C:8]([C:13]2[CH:18]=[CH:17][C:16]([OH:19])=[CH:15][CH:14]=2)([CH2:11][CH3:12])[CH2:9][CH3:10])=[CH:4][C:3]=1[CH3:20].C([O-])(O)=O.[Na+].[Li+].[Br-].C1C=CC(P(C2C=CC=CC=2)CCCP(C2C=CC=CC=2)C2C=CC=CC=2)=CC=1.[CH2:57]=[CH:58][C:59](=[O:62])[CH2:60][CH3:61], predict the reaction product. The product is: [CH2:9]([C:8]([C:5]1[CH:6]=[CH:7][C:2](/[CH:57]=[CH:58]/[C:59](=[O:62])[CH2:60][CH3:61])=[C:3]([CH3:20])[CH:4]=1)([C:13]1[CH:18]=[CH:17][C:16]([OH:19])=[CH:15][CH:14]=1)[CH2:11][CH3:12])[CH3:10].